Dataset: Full USPTO retrosynthesis dataset with 1.9M reactions from patents (1976-2016). Task: Predict the reactants needed to synthesize the given product. Given the product [C:1]([NH:4][CH2:5][C@@H:6]1[O:10][C:9](=[O:11])[N:8]([C:12]2[CH:13]=[C:14]3[C:19](=[CH:20][CH:21]=2)[N:18]([C:22]([O:24][CH2:25][C:26]2[CH:31]=[CH:30][CH:29]=[CH:28][CH:27]=2)=[O:23])[C@H:17]([CH3:32])[CH2:16][CH2:15]3)[CH2:7]1)(=[S:42])[CH3:2], predict the reactants needed to synthesize it. The reactants are: [C:1]([NH:4][CH2:5][C@@H:6]1[O:10][C:9](=[O:11])[N:8]([C:12]2[CH:13]=[C:14]3[C:19](=[CH:20][CH:21]=2)[N:18]([C:22]([O:24][CH2:25][C:26]2[CH:31]=[CH:30][CH:29]=[CH:28][CH:27]=2)=[O:23])[C@H:17]([CH3:32])[CH2:16][CH2:15]3)[CH2:7]1)(=O)[CH3:2].COC1C=CC(P2(SP(C3C=CC(OC)=CC=3)(=S)S2)=[S:42])=CC=1.